This data is from Forward reaction prediction with 1.9M reactions from USPTO patents (1976-2016). The task is: Predict the product of the given reaction. Given the reactants C[O:2][C:3]([C:5]1([CH3:17])[C:14]2[C:9](=[CH:10][CH:11]=[C:12]([O:15][CH3:16])[CH:13]=2)[CH2:8][CH2:7][CH2:6]1)=[O:4].[OH-].[K+], predict the reaction product. The product is: [CH3:16][O:15][C:12]1[CH:13]=[C:14]2[C:9]([CH2:8][CH2:7][CH2:6][C:5]2([C:3]([OH:4])=[O:2])[CH3:17])=[CH:10][CH:11]=1.